Task: Predict the product of the given reaction.. Dataset: Forward reaction prediction with 1.9M reactions from USPTO patents (1976-2016) (1) Given the reactants Br[C:2]1[CH:21]=[CH:20][CH:19]=[CH:18][C:3]=1[CH2:4][N:5]1[C:10]2[N:11]=[C:12]([S:15][CH3:16])[N:13]=[CH:14][C:9]=2[CH:8]=[CH:7][C:6]1=[O:17].[CH:22]1(B(O)O)[CH2:24][CH2:23]1.[O-]P([O-])([O-])=O.[K+].[K+].[K+], predict the reaction product. The product is: [CH:22]1([C:2]2[CH:21]=[CH:20][CH:19]=[CH:18][C:3]=2[CH2:4][N:5]2[C:10]3[N:11]=[C:12]([S:15][CH3:16])[N:13]=[CH:14][C:9]=3[CH:8]=[CH:7][C:6]2=[O:17])[CH2:24][CH2:23]1. (2) Given the reactants [CH2:1]([N:3]1[C:7]([C:8]2[CH:9]=[C:10]3[C:14](=[CH:15][CH:16]=2)[CH2:13][CH:12]([NH:17]C(=O)OC(C)(C)C)[CH2:11]3)=[CH:6][C:5](=[O:25])[NH:4]1)[CH3:2].F[C:27]1[CH:32]=[CH:31][C:30]([C:33]([F:36])([F:35])[F:34])=[CH:29][CH:28]=1.C([O-])([O-])=O.[K+].[K+], predict the reaction product. The product is: [CH2:1]([N:3]1[C:7]([C:8]2[CH:9]=[C:10]3[C:14](=[CH:15][CH:16]=2)[CH2:13][CH:12]([NH2:17])[CH2:11]3)=[CH:6][C:5]([O:25][C:27]2[CH:32]=[CH:31][C:30]([C:33]([F:36])([F:35])[F:34])=[CH:29][CH:28]=2)=[N:4]1)[CH3:2]. (3) The product is: [C:33]([C:30]1[CH:29]=[CH:28][C:27]([C:24]2[O:23][C:22]([C:18]3[CH:17]=[C:16]([C:13]4[O:12][C:11]([C:8]5[CH:7]=[CH:6][C:5]([OH:4])=[CH:10][CH:9]=5)=[N:15][N:14]=4)[CH:21]=[CH:20][CH:19]=3)=[N:26][N:25]=2)=[CH:32][CH:31]=1)([CH3:36])([CH3:34])[CH3:35]. Given the reactants C([O:4][C:5]1[CH:10]=[CH:9][C:8]([C:11]2[O:12][C:13]([C:16]3[CH:21]=[CH:20][CH:19]=[C:18]([C:22]4[O:23][C:24]([C:27]5[CH:32]=[CH:31][C:30]([C:33]([CH3:36])([CH3:35])[CH3:34])=[CH:29][CH:28]=5)=[N:25][N:26]=4)[CH:17]=3)=[N:14][N:15]=2)=[CH:7][CH:6]=1)(=O)C.[OH-].[Na+].Cl, predict the reaction product. (4) Given the reactants [CH3:1][C:2]1=[C:3]([CH2:22][C:23]([OH:25])=[O:24])[C:4]2[CH:5]=[C:6]([F:21])[CH:7]=[CH:8][C:9]=2/[C:10]/1=[CH:11]\[C:12]1[CH:13]=[CH:14][C:15]([S+:18]([O-:20])[CH3:19])=[CH:16][CH:17]=1.[NH:26]1[CH:30]=[CH:29][N:28]=[CH:27]1.[CH:31]1[N:35]([CH2:36][O:37][CH2:38][CH2:39][OH:40])[C:34]2[N:41]=[C:42]([NH2:46])[N:43]=[C:44]([OH:45])[C:33]=2[N:32]=1, predict the reaction product. The product is: [CH:31]1[N:35]([CH2:36][O:37][CH2:38][CH2:39][OH:40])[C:34]2[N:41]=[C:42]([NH2:46])[N:43]=[C:44]([OH:45])[C:33]=2[N:32]=1.[NH:26]1[CH:30]=[CH:29][N:28]=[CH:27]1.[CH3:1][C:2]1=[C:3]([CH2:22][C:23]([OH:25])=[O:24])[C:4]2[CH:5]=[C:6]([F:21])[CH:7]=[CH:8][C:9]=2/[C:10]/1=[CH:11]\[C:12]1[CH:13]=[CH:14][C:15]([S+:18]([O-:20])[CH3:19])=[CH:16][CH:17]=1. (5) Given the reactants [Cl:1][C:2]1[CH:7]=[C:6]([CH2:8][C:9]2[C:17]([F:18])=[CH:16][C:15]([C:19]#[N:20])=[C:14]3[C:10]=2[C:11]([CH3:30])=[C:12]([CH3:29])[N:13]3COCC[Si](C)(C)C)[CH:5]=[CH:4][N:3]=1.[F-].C([N+](CCCC)(CCCC)CCCC)CCC, predict the reaction product. The product is: [Cl:1][C:2]1[CH:7]=[C:6]([CH2:8][C:9]2[C:17]([F:18])=[CH:16][C:15]([C:19]#[N:20])=[C:14]3[C:10]=2[C:11]([CH3:30])=[C:12]([CH3:29])[NH:13]3)[CH:5]=[CH:4][N:3]=1. (6) Given the reactants [CH3:1][N:2]1[C:10]2[C:5](=[CH:6][CH:7]=[CH:8][CH:9]=2)[CH:4]=[CH:3]1.C([Li])(C)(C)C.CCCCC.[CH3:21][N:22]([CH3:36])[C:23]1([C:30]2[CH:35]=[CH:34][CH:33]=[CH:32][CH:31]=2)[CH2:28][CH2:27][C:26](=[O:29])[CH2:25][CH2:24]1, predict the reaction product. The product is: [CH3:21][N:22]([CH3:36])[C:23]1([C:30]2[CH:35]=[CH:34][CH:33]=[CH:32][CH:31]=2)[CH2:28][CH2:27][C:26]([C:3]2[N:2]([CH3:1])[C:10]3[C:5]([CH:4]=2)=[CH:6][CH:7]=[CH:8][CH:9]=3)([OH:29])[CH2:25][CH2:24]1. (7) Given the reactants [NH2:1][C:2]1[CH:3]=[CH:4][C:5](Br)=[C:6]2[C:10]=1[C:9](=[O:11])[N:8]([CH3:12])[CH2:7]2.[CH3:14][N:15](C=O)C, predict the reaction product. The product is: [NH2:1][C:2]1[C:10]2[C:9](=[O:11])[N:8]([CH3:12])[CH2:7][C:6]=2[C:5]([C:14]#[N:15])=[CH:4][CH:3]=1. (8) The product is: [Cl:16][C:17]1[CH:18]=[C:19]([CH:28]=[CH:29][C:30]=1[F:31])[CH2:20][N:21]1[CH2:26][CH2:25][N:24]2[C:3]3[CH2:8][CH2:7][N:6]([CH3:9])[C:5](=[O:10])[C:4]=3[C:11]([OH:13])=[C:23]2[C:22]1=[O:27]. Given the reactants CO[C:3]1[CH2:8][CH2:7][N:6]([CH3:9])[C:5](=[O:10])[C:4]=1[C:11]([O:13]CC)=O.[Cl:16][C:17]1[CH:18]=[C:19]([CH:28]=[CH:29][C:30]=1[F:31])[CH2:20][N:21]1[CH2:26][CH2:25][NH:24][CH2:23][C:22]1=[O:27], predict the reaction product. (9) Given the reactants N([C:9]([O:11][CH:12](C)C)=[O:10])=N[C:9]([O:11][CH:12](C)C)=[O:10].[I:15][C:16]1[CH:21]=[CH:20][C:19]([OH:22])=[CH:18][CH:17]=1.[C:36]1(P([C:36]2[CH:41]=[CH:40][CH:39]=[CH:38][CH:37]=2)[C:36]2[CH:41]=[CH:40][CH:39]=[CH:38][CH:37]=2)[CH:41]=[CH:40][CH:39]=[CH:38][CH:37]=1.O1[CH2:46][CH2:45][CH2:44][CH2:43]1, predict the reaction product. The product is: [I:15][C:16]1[CH:21]=[CH:20][C:19]([O:22][CH:43]([C:36]2[CH:37]=[CH:38][C:39]([C:9]([O:11][CH3:12])=[O:10])=[CH:40][CH:41]=2)[CH2:44][CH2:45][CH3:46])=[CH:18][CH:17]=1. (10) Given the reactants [F:1][C:2]1[CH:3]=[CH:4][C:5]2[N:10]([C:11]3[CH:16]=[CH:15][CH:14]=[CH:13][C:12]=3[F:17])[S:9](=[O:19])(=[O:18])[CH:8]([CH2:20][CH2:21][CH2:22][NH:23][CH3:24])[CH2:7][C:6]=2[CH:25]=1.BrC1C=CC([F:33])=CC=1CCS(Cl)(=O)=O.CN(C)CC, predict the reaction product. The product is: [F:17][C:12]1[CH:13]=[CH:14][CH:15]=[C:16]([F:33])[C:11]=1[N:10]1[C:5]2[CH:4]=[CH:3][C:2]([F:1])=[CH:25][C:6]=2[CH2:7][CH:8]([CH2:20][CH2:21][CH2:22][NH:23][CH3:24])[S:9]1(=[O:19])=[O:18].